This data is from Retrosynthesis with 50K atom-mapped reactions and 10 reaction types from USPTO. The task is: Predict the reactants needed to synthesize the given product. Given the product O=C(Nc1ccc(OCCc2ccccn2)nc1)c1ccccc1-c1ccc(C(F)(F)F)cc1, predict the reactants needed to synthesize it. The reactants are: Nc1ccc(OCCc2ccccn2)nc1.O=C(Cl)c1ccccc1-c1ccc(C(F)(F)F)cc1.